Dataset: Forward reaction prediction with 1.9M reactions from USPTO patents (1976-2016). Task: Predict the product of the given reaction. (1) Given the reactants [Cl:1][C:2]1[CH:7]=[CH:6][C:5]([CH:8]2[CH2:13][CH2:12][NH:11][CH2:10][C:9]2([CH3:15])[CH3:14])=[CH:4][CH:3]=1.[NH:16]([C:24]([O:26][C:27]([CH3:30])([CH3:29])[CH3:28])=[O:25])[C@@H:17]([C:21](O)=[O:22])[CH:18]([CH3:20])[CH3:19].C1C=CC2N(O)N=NC=2C=1.C(N(CC)CC)C.C(Cl)CCl, predict the reaction product. The product is: [Cl:1][C:2]1[CH:7]=[CH:6][C:5]([CH:8]2[CH2:13][CH2:12][N:11]([C:21](=[O:22])[C@H:17]([NH:16][C:24](=[O:25])[O:26][C:27]([CH3:30])([CH3:29])[CH3:28])[CH:18]([CH3:20])[CH3:19])[CH2:10][C:9]2([CH3:15])[CH3:14])=[CH:4][CH:3]=1. (2) Given the reactants [OH:1][CH2:2][C:3]1[CH:4]=[C:5]([OH:9])[CH:6]=[CH:7][CH:8]=1.F[C:11]1[C:16](C)=[CH:15][CH:14]=[CH:13][N:12]=1.[C:18](=O)([O-])[O-].[Cs+].[Cs+], predict the reaction product. The product is: [CH3:18][C:15]1[CH:16]=[CH:11][N:12]=[C:13]([O:9][C:5]2[CH:4]=[C:3]([CH2:2][OH:1])[CH:8]=[CH:7][CH:6]=2)[CH:14]=1. (3) The product is: [CH3:1][C@H:2]1[CH2:7][O:6][CH2:5][CH2:4][N:3]1[C:8]1[CH:13]=[C:12]([CH2:14][S:15]([CH3:18])(=[O:17])=[O:16])[N:11]=[C:10]([C:19]2[CH:24]=[CH:23][C:22]([NH2:25])=[CH:21][CH:20]=2)[N:9]=1. Given the reactants [CH3:1][C@H:2]1[CH2:7][O:6][CH2:5][CH2:4][N:3]1[C:8]1[CH:13]=[C:12]([CH2:14][S:15]([CH3:18])(=[O:17])=[O:16])[N:11]=[C:10]([C:19]2[CH:24]=[CH:23][C:22]([NH:25]C(=O)OC(C)(C)C)=[CH:21][CH:20]=2)[N:9]=1.Cl, predict the reaction product. (4) Given the reactants [CH3:1][N:2]1[CH:10]=[C:9]2[C:4]([CH:5]=[C:6]([NH2:11])[CH:7]=[CH:8]2)=[N:3]1.C[Al](C)C.C1(C)C=CC=CC=1.C[O:24][C:25](=O)[C:26]1[CH:31]=[CH:30][CH:29]=[N:28][C:27]=1[NH:32][CH2:33][C:34]1[CH:39]=[CH:38][N:37]=[C:36]([NH:40][C:41]([NH:43][CH3:44])=[O:42])[CH:35]=1.C(C(C(C([O-])=O)O)O)([O-])=O.[K+].[Na+], predict the reaction product. The product is: [CH3:1][N:2]1[CH:10]=[C:9]2[C:4]([CH:5]=[C:6]([NH:11][C:25](=[O:24])[C:26]3[CH:31]=[CH:30][CH:29]=[N:28][C:27]=3[NH:32][CH2:33][C:34]3[CH:39]=[CH:38][N:37]=[C:36]([NH:40][C:41]([NH:43][CH3:44])=[O:42])[CH:35]=3)[CH:7]=[CH:8]2)=[N:3]1. (5) Given the reactants [CH2:1]([O:3][C:4]([C:6]1[C:10]2[CH:11]=[CH:12][C:13]([OH:15])=[CH:14][C:9]=2[O:8][N:7]=1)=[O:5])[CH3:2].N1C=CN=C1.Cl[Si:22]([CH:29]([CH3:31])[CH3:30])([CH:26]([CH3:28])[CH3:27])[CH:23]([CH3:25])[CH3:24], predict the reaction product. The product is: [CH2:1]([O:3][C:4]([C:6]1[C:10]2[CH:11]=[CH:12][C:13]([O:15][Si:22]([CH:29]([CH3:31])[CH3:30])([CH:26]([CH3:28])[CH3:27])[CH:23]([CH3:25])[CH3:24])=[CH:14][C:9]=2[O:8][N:7]=1)=[O:5])[CH3:2].